Dataset: NCI-60 drug combinations with 297,098 pairs across 59 cell lines. Task: Regression. Given two drug SMILES strings and cell line genomic features, predict the synergy score measuring deviation from expected non-interaction effect. (1) Drug 1: CN1C(=O)N2C=NC(=C2N=N1)C(=O)N. Drug 2: C(CCl)NC(=O)N(CCCl)N=O. Cell line: RPMI-8226. Synergy scores: CSS=3.58, Synergy_ZIP=-0.336, Synergy_Bliss=-3.35, Synergy_Loewe=-14.1, Synergy_HSA=-7.90. (2) Drug 1: C1CCC(CC1)NC(=O)N(CCCl)N=O. Drug 2: CC1=C2C(C(=O)C3(C(CC4C(C3C(C(C2(C)C)(CC1OC(=O)C(C(C5=CC=CC=C5)NC(=O)OC(C)(C)C)O)O)OC(=O)C6=CC=CC=C6)(CO4)OC(=O)C)O)C)O. Cell line: A498. Synergy scores: CSS=17.6, Synergy_ZIP=-6.05, Synergy_Bliss=-2.65, Synergy_Loewe=-11.7, Synergy_HSA=-2.46. (3) Drug 1: CCN(CC)CCNC(=O)C1=C(NC(=C1C)C=C2C3=C(C=CC(=C3)F)NC2=O)C. Drug 2: CC(C)NC(=O)C1=CC=C(C=C1)CNNC.Cl. Cell line: PC-3. Synergy scores: CSS=-1.19, Synergy_ZIP=-1.47, Synergy_Bliss=-7.45, Synergy_Loewe=-0.827, Synergy_HSA=-10.7. (4) Drug 1: CC(C1=C(C=CC(=C1Cl)F)Cl)OC2=C(N=CC(=C2)C3=CN(N=C3)C4CCNCC4)N. Drug 2: CC1=C(C=C(C=C1)NC(=O)C2=CC=C(C=C2)CN3CCN(CC3)C)NC4=NC=CC(=N4)C5=CN=CC=C5. Cell line: SK-MEL-2. Synergy scores: CSS=1.25, Synergy_ZIP=-0.929, Synergy_Bliss=-1.55, Synergy_Loewe=-4.74, Synergy_HSA=-4.71. (5) Drug 1: COC1=C(C=C2C(=C1)N=CN=C2NC3=CC(=C(C=C3)F)Cl)OCCCN4CCOCC4. Drug 2: C1CC(=O)NC(=O)C1N2C(=O)C3=CC=CC=C3C2=O. Cell line: SF-295. Synergy scores: CSS=2.08, Synergy_ZIP=-2.20, Synergy_Bliss=-3.32, Synergy_Loewe=-3.91, Synergy_HSA=-3.22. (6) Drug 1: C1=C(C(=O)NC(=O)N1)F. Drug 2: CC1=C(C=C(C=C1)NC(=O)C2=CC=C(C=C2)CN3CCN(CC3)C)NC4=NC=CC(=N4)C5=CN=CC=C5. Cell line: KM12. Synergy scores: CSS=18.7, Synergy_ZIP=-10.5, Synergy_Bliss=-25.2, Synergy_Loewe=-28.9, Synergy_HSA=-26.3.